Binary Classification. Given a miRNA mature sequence and a target amino acid sequence, predict their likelihood of interaction. From a dataset of Experimentally validated miRNA-target interactions with 360,000+ pairs, plus equal number of negative samples. (1) The miRNA is mmu-miR-329-3p with sequence AACACACCCAGCUAACCUUUUU. The protein sequence of the target gene is MDHAARPGRFFGVYLLYCQNPRHRGRVYVGFTVNPARRVRQHNAGRKKGGAWRTSGRGPWDMVLIIHGFPSAVAALRFEWAWQHPQASRRLTHVGPRLRSEAAFAFHLRVLAHMLRVPPWVRLPLTLRWLRPDFRHELCPAPPAHMPIAFGPPPPQPLVPKRPAVSEADSERQLDLGTKARCSLCARLLQDEEGPLCCPHPGCPLRAHIICLAEEFLQEEPGQLLPLEGHCPSCKKSLLWGNLVGQCHADTEEEEDLELEEEHWTDLLET. Result: 1 (interaction). (2) The miRNA is mmu-miR-218-5p with sequence UUGUGCUUGAUCUAACCAUGU. The protein sequence of the target gene is MRVTLSTLDTCESSFTPLVVIELAQDVKDETKEWLKNRIIAKKKDGGAQLLFRPLLNKYEKETLENQNLYLVGASNVRLLLGAEAVGLVKECTDAAMRAFTYGTRHNFKGFHDNNNDFLTMAECQFIIKHELENLRARDEKMIPGYPQAKLYPGKSLMRRLLTSGIVTQVFPLHDTEALKKLEDTWYTRFALKYQPIDSIRSYFGETIALYFGFLEYFTFALIPMAIIGLPYYLFVWEDYDKYVIFASFNLIWSTVILEVWKRGCANMTYRWGTLVMKRQFEEPRPGFHGVLGINSVTGR.... Result: 0 (no interaction). (3) The miRNA is hsa-miR-128-3p with sequence UCACAGUGAACCGGUCUCUUU. The protein sequence of the target gene is MEENDPKPGEAAAAVEGQRQPESSPGGGSGGGGGSSPGEADTGRRRALMLPAVLQAPGNHQHPHRITNFFIDNILRPEFGRRKDAGTCCAGAGGGRGGGAGGEGGASGAEGGGGAGGSEQLLGSGSREPRQNPPCAPGAGGPLPAAGSDSPGDGEGGSKTLSLHGGAKKGGDPGGPLDGSLKARGLGGGDLSVSSDSDSSQAGANLGAQPMLWPAWVYCTRYSDRPSSGPRSRKPKKKNPNKEDKRPRTAFTAEQLQRLKAEFQTNRYLTEQRRQSLAQELSLNESQIKIWFQNKRAKIK.... Result: 1 (interaction). (4) The miRNA is hsa-miR-6892-3p with sequence UCCCUCUCCCACCCCUUGCAG. The protein sequence of the target gene is MAICQFFLQGRCRFGDRCWNEHPGARGAGGGRQQPQQQPSGNNRRGWNTTSQRYSNVIQPSSFSKSTPWGGSRDQEKPYFSSFDSGASTNRKEGFGLSENPFASLSPDEQKDEKKLLEGIVKDMEVWESSGQWMFSVYSPVKKKPNISGFTDISPEELRLEYHNFLTSNNLQSYLNSVQRLINQWRNRVNELKSLNISTKVALLSDVKDGVNQAAPAFGFGSSQAATFMSPGFPVNNSSSDNAQNFSFKTNSGFAAASSGSPAGFGSSPAFGAAASTSSGISTSAPAFGFGKPEVTSAAS.... Result: 1 (interaction).